The task is: Predict which catalyst facilitates the given reaction.. This data is from Catalyst prediction with 721,799 reactions and 888 catalyst types from USPTO. (1) Reactant: C([Sn](CCCC)(CCCC)[C:6]1[N:7]=[CH:8][N:9]([C:11]2[CH:16]=[C:15]([C:17]([F:20])([F:19])[F:18])[CH:14]=[C:13]([C:21]3[CH:26]=[CH:25][C:24]([C:27]([F:30])([F:29])[F:28])=[CH:23][CH:22]=3)[N:12]=2)[CH:10]=1)CCC.[C:39]([NH:43][S:44]([C:47]1[S:51][C:50](Cl)=[N:49][CH:48]=1)(=[O:46])=[O:45])([CH3:42])([CH3:41])[CH3:40].CCCCCCC. Product: [C:39]([NH:43][S:44]([C:47]1[S:51][C:50]([C:6]2[N:7]=[CH:8][N:9]([C:11]3[CH:16]=[C:15]([C:17]([F:20])([F:18])[F:19])[CH:14]=[C:13]([C:21]4[CH:22]=[CH:23][C:24]([C:27]([F:30])([F:28])[F:29])=[CH:25][CH:26]=4)[N:12]=3)[CH:10]=2)=[N:49][CH:48]=1)(=[O:45])=[O:46])([CH3:42])([CH3:40])[CH3:41]. The catalyst class is: 11. (2) Reactant: [CH3:1][CH2:2][NH:3][C:4]([C@H:6]1[O:10][CH:9]([N:11]2[C:15]3[N:16]=[C:17]([NH:21][CH2:22][CH2:23][C:24]4[CH:29]=[CH:28][C:27]([CH2:30][CH2:31][C:32]([OH:34])=[O:33])=[CH:26][CH:25]=4)[N:18]=[C:19]([NH2:20])[C:14]=3[N:13]=[CH:12]2)[C@@H:8]([OH:35])[C@H:7]1[OH:36])=[O:5].[Si](C=[N+]=[N-])(C)(C)[CH3:38].CO.O. Product: [CH3:38][O:33][C:32](=[O:34])[CH2:31][CH2:30][C:27]1[CH:28]=[CH:29][C:24]([CH2:23][CH2:22][NH:21][C:17]2[N:16]=[C:15]3[C:14]([N:13]=[CH:12][N:11]3[CH:9]3[CH:8]([OH:35])[CH:7]([OH:36])[CH:6]([C:4](=[O:5])[NH:3][CH2:2][CH3:1])[O:10]3)=[C:19]([NH2:20])[N:18]=2)=[CH:25][CH:26]=1. The catalyst class is: 100. (3) Reactant: I[C:2]1[C:10]2[C:5](=[CH:6][N:7]=[C:8]([C:11]3[CH:12]=[N:13][CH:14]=[CH:15][CH:16]=3)[CH:9]=2)[N:4]([CH2:17][O:18][CH2:19][CH2:20][Si:21]([CH3:24])([CH3:23])[CH3:22])[N:3]=1.[CH3:25][Sn:26]([CH3:32])([CH3:31])[Sn:26]([CH3:32])([CH3:31])[CH3:25].[Li+].[Cl-]. Product: [N:13]1[CH:14]=[CH:15][CH:16]=[C:11]([C:8]2[CH:9]=[C:10]3[C:2]([Sn:26]([CH3:32])([CH3:31])[CH3:25])=[N:3][N:4]([CH2:17][O:18][CH2:19][CH2:20][Si:21]([CH3:24])([CH3:23])[CH3:22])[C:5]3=[CH:6][N:7]=2)[CH:12]=1. The catalyst class is: 1. (4) Reactant: [C:1]1([S:7]([N:10]2[C:14]3=[N:15][CH:16]=[CH:17][C:18]([C:19]4[CH:24]=[CH:23][C:22]([S:25]([N:28]5[CH2:32][CH2:31][CH2:30][CH2:29]5)(=[O:27])=[O:26])=[CH:21][CH:20]=4)=[C:13]3[CH:12]=[CH:11]2)(=[O:9])=[O:8])[CH:6]=[CH:5][CH:4]=[CH:3][CH:2]=1.[Li+].CC([N-]C(C)C)C.CCCCCCC.C1C[O:51][CH2:50]C1.C(C1C=CC=CC=1)C.C=O. Product: [C:1]1([S:7]([N:10]2[C:14]3=[N:15][CH:16]=[CH:17][C:18]([C:19]4[CH:20]=[CH:21][C:22]([S:25]([N:28]5[CH2:32][CH2:31][CH2:30][CH2:29]5)(=[O:26])=[O:27])=[CH:23][CH:24]=4)=[C:13]3[CH:12]=[C:11]2[CH2:50][OH:51])(=[O:9])=[O:8])[CH:2]=[CH:3][CH:4]=[CH:5][CH:6]=1. The catalyst class is: 1. (5) Reactant: Cl[C:2]1[C:3]2[C:4](=[CH:14][N:15](CC3C=CC(OC)=CC=3)[N:16]=2)[N:5]=[C:6]([C:8]2[CH:13]=[CH:12][CH:11]=[CH:10][CH:9]=2)[N:7]=1.[CH3:26][C:27]1[NH:31][C:30]2[CH:32]=[CH:33][C:34]([NH2:36])=[CH:35][C:29]=2[N:28]=1.Cl. Product: [CH3:26][C:27]1[NH:31][C:30]2[CH:32]=[CH:33][C:34]([NH:36][C:2]3[C:3]4[NH:16][N:15]=[CH:14][C:4]=4[N:5]=[C:6]([C:8]4[CH:9]=[CH:10][CH:11]=[CH:12][CH:13]=4)[N:7]=3)=[CH:35][C:29]=2[N:28]=1. The catalyst class is: 71. (6) Reactant: [CH3:1][C:2]([CH3:16])([CH2:14][CH3:15])[CH2:3][C:4]1[N:5]=[C:6]([CH2:9][CH2:10][C:11](=[S:13])[NH2:12])[NH:7][CH:8]=1.Br[CH2:18][C:19]([C:21]1[CH:26]=[CH:25][C:24]([F:27])=[C:23]([F:28])[CH:22]=1)=O. Product: [F:28][C:23]1[CH:22]=[C:21]([C:19]2[N:12]=[C:11]([CH2:10][CH2:9][C:6]3[NH:5][C:4]([CH2:3][C:2]([CH3:16])([CH3:1])[CH2:14][CH3:15])=[CH:8][N:7]=3)[S:13][CH:18]=2)[CH:26]=[CH:25][C:24]=1[F:27]. The catalyst class is: 714.